Dataset: NCI-60 drug combinations with 297,098 pairs across 59 cell lines. Task: Regression. Given two drug SMILES strings and cell line genomic features, predict the synergy score measuring deviation from expected non-interaction effect. (1) Drug 1: CCN(CC)CCCC(C)NC1=C2C=C(C=CC2=NC3=C1C=CC(=C3)Cl)OC. Drug 2: C(CCl)NC(=O)N(CCCl)N=O. Cell line: ACHN. Synergy scores: CSS=42.0, Synergy_ZIP=1.12, Synergy_Bliss=-1.04, Synergy_Loewe=-34.3, Synergy_HSA=-0.768. (2) Cell line: NCI-H522. Drug 2: CC1C(C(=O)NC(C(=O)N2CCCC2C(=O)N(CC(=O)N(C(C(=O)O1)C(C)C)C)C)C(C)C)NC(=O)C3=C4C(=C(C=C3)C)OC5=C(C(=O)C(=C(C5=N4)C(=O)NC6C(OC(=O)C(N(C(=O)CN(C(=O)C7CCCN7C(=O)C(NC6=O)C(C)C)C)C)C(C)C)C)N)C. Drug 1: C1=C(C(=O)NC(=O)N1)N(CCCl)CCCl. Synergy scores: CSS=35.0, Synergy_ZIP=15.8, Synergy_Bliss=18.0, Synergy_Loewe=18.0, Synergy_HSA=18.0. (3) Synergy scores: CSS=45.2, Synergy_ZIP=-6.76, Synergy_Bliss=-8.90, Synergy_Loewe=-18.8, Synergy_HSA=-6.74. Drug 1: CCC1(CC2CC(C3=C(CCN(C2)C1)C4=CC=CC=C4N3)(C5=C(C=C6C(=C5)C78CCN9C7C(C=CC9)(C(C(C8N6C=O)(C(=O)OC)O)OC(=O)C)CC)OC)C(=O)OC)O.OS(=O)(=O)O. Cell line: SF-539. Drug 2: B(C(CC(C)C)NC(=O)C(CC1=CC=CC=C1)NC(=O)C2=NC=CN=C2)(O)O. (4) Drug 1: C1=CC=C(C=C1)NC(=O)CCCCCCC(=O)NO. Drug 2: CC1C(C(CC(O1)OC2CC(CC3=C2C(=C4C(=C3O)C(=O)C5=CC=CC=C5C4=O)O)(C(=O)C)O)N)O. Cell line: HCC-2998. Synergy scores: CSS=65.7, Synergy_ZIP=-5.46, Synergy_Bliss=-1.29, Synergy_Loewe=-11.5, Synergy_HSA=-0.287. (5) Drug 1: C1=C(C(=O)NC(=O)N1)F. Drug 2: CCC1(CC2CC(C3=C(CCN(C2)C1)C4=CC=CC=C4N3)(C5=C(C=C6C(=C5)C78CCN9C7C(C=CC9)(C(C(C8N6C=O)(C(=O)OC)O)OC(=O)C)CC)OC)C(=O)OC)O.OS(=O)(=O)O. Cell line: SW-620. Synergy scores: CSS=35.4, Synergy_ZIP=0.472, Synergy_Bliss=0.983, Synergy_Loewe=-5.39, Synergy_HSA=2.88. (6) Drug 2: CS(=O)(=O)OCCCCOS(=O)(=O)C. Cell line: LOX IMVI. Synergy scores: CSS=46.4, Synergy_ZIP=-1.30, Synergy_Bliss=0.943, Synergy_Loewe=3.26, Synergy_HSA=5.31. Drug 1: C1=CC(=C2C(=C1NCCNCCO)C(=O)C3=C(C=CC(=C3C2=O)O)O)NCCNCCO. (7) Synergy scores: CSS=-5.23, Synergy_ZIP=-0.422, Synergy_Bliss=-7.25, Synergy_Loewe=-14.0, Synergy_HSA=-11.9. Cell line: K-562. Drug 2: CN(C)C1=NC(=NC(=N1)N(C)C)N(C)C. Drug 1: C1CCN(CC1)CCOC2=CC=C(C=C2)C(=O)C3=C(SC4=C3C=CC(=C4)O)C5=CC=C(C=C5)O. (8) Drug 1: CC1=C2C(C(=O)C3(C(CC4C(C3C(C(C2(C)C)(CC1OC(=O)C(C(C5=CC=CC=C5)NC(=O)C6=CC=CC=C6)O)O)OC(=O)C7=CC=CC=C7)(CO4)OC(=O)C)O)C)OC(=O)C. Drug 2: CC12CCC3C(C1CCC2OP(=O)(O)O)CCC4=C3C=CC(=C4)OC(=O)N(CCCl)CCCl.[Na+]. Cell line: SF-539. Synergy scores: CSS=75.8, Synergy_ZIP=26.9, Synergy_Bliss=25.3, Synergy_Loewe=-17.7, Synergy_HSA=25.3. (9) Drug 1: C1=CN(C=N1)CC(O)(P(=O)(O)O)P(=O)(O)O. Drug 2: C1CNP(=O)(OC1)N(CCCl)CCCl. Cell line: SK-MEL-5. Synergy scores: CSS=2.40, Synergy_ZIP=1.33, Synergy_Bliss=3.17, Synergy_Loewe=2.17, Synergy_HSA=1.41. (10) Drug 1: C1CNP(=O)(OC1)N(CCCl)CCCl. Drug 2: C1CN(P(=O)(OC1)NCCCl)CCCl. Cell line: NCIH23. Synergy scores: CSS=-2.19, Synergy_ZIP=-2.22, Synergy_Bliss=-6.52, Synergy_Loewe=-5.01, Synergy_HSA=-6.76.